From a dataset of CYP2C19 inhibition data for predicting drug metabolism from PubChem BioAssay. Regression/Classification. Given a drug SMILES string, predict its absorption, distribution, metabolism, or excretion properties. Task type varies by dataset: regression for continuous measurements (e.g., permeability, clearance, half-life) or binary classification for categorical outcomes (e.g., BBB penetration, CYP inhibition). Dataset: cyp2c19_veith. (1) The molecule is COC(=O)N1CCC[C@@]2(CCN(C(=O)Nc3cccc(C#N)c3)C2)C1. The result is 0 (non-inhibitor). (2) The drug is CS(=O)(=O)Nc1cccc(-c2nc(Nc3ccc(F)cc3)c3ccccc3n2)c1. The result is 1 (inhibitor). (3) The compound is CCOc1cc(/C=C2/C(=N)N3C=CSC3=NC2=O)ccc1OCCCOc1ccccc1C. The result is 1 (inhibitor). (4) The molecule is O=c1c([N+](=O)[O-])cc(C(F)(F)F)cn1Cc1c(Cl)cccc1Cl. The result is 1 (inhibitor). (5) The compound is COC(=O)C1=C(C)C(c2ccc(OC)cc2)NC(=S)N1. The result is 1 (inhibitor). (6) The molecule is N#Cc1nc(-c2cccs2)oc1NCc1ccccc1. The result is 1 (inhibitor). (7) The drug is COc1ccc(C(=O)N2CCC3(CCCN(Cc4ccc(C#N)cc4)C3)CC2)cc1. The result is 0 (non-inhibitor). (8) The molecule is NCCCP(=O)(O)O. The result is 0 (non-inhibitor).